Dataset: Forward reaction prediction with 1.9M reactions from USPTO patents (1976-2016). Task: Predict the product of the given reaction. Given the reactants [CH2:1]([C@@H:8]([C@@H:11]([O:13][CH2:14][C:15]1[CH:20]=[CH:19][C:18]([O:21][CH3:22])=[CH:17][CH:16]=1)[CH3:12])[CH2:9][OH:10])[C:2]1[CH:7]=[CH:6][CH:5]=[CH:4][CH:3]=1.CS(C)=O, predict the reaction product. The product is: [CH2:1]([C@@H:8]([C@@H:11]([O:13][CH2:14][C:15]1[CH:16]=[CH:17][C:18]([O:21][CH3:22])=[CH:19][CH:20]=1)[CH3:12])[CH:9]=[O:10])[C:2]1[CH:3]=[CH:4][CH:5]=[CH:6][CH:7]=1.